From a dataset of Full USPTO retrosynthesis dataset with 1.9M reactions from patents (1976-2016). Predict the reactants needed to synthesize the given product. (1) Given the product [CH2:27]([C:22]1[CH:23]=[C:24]2[C:19](=[CH:20][CH:21]=1)[NH:18][N:17]=[C:16]2[C:14]([NH:13][CH2:12][CH:9]1[CH2:10][CH2:11][N:6]([CH2:5][C:4]([OH:3])=[O:26])[CH2:7][CH2:8]1)=[O:15])[CH3:28], predict the reactants needed to synthesize it. The reactants are: C([O:3][C:4](=[O:26])[CH2:5][N:6]1[CH2:11][CH2:10][CH:9]([CH2:12][NH:13][C:14]([C:16]2[C:24]3[C:19](=[CH:20][CH:21]=[C:22](Br)[CH:23]=3)[NH:18][N:17]=2)=[O:15])[CH2:8][CH2:7]1)C.[CH:27](B1OC(C)(C)C(C)(C)O1)=[CH2:28].C(=O)([O-])[O-].[Na+].[Na+]. (2) Given the product [NH3:1].[CH2:49]([Cl:51])[Cl:50].[Cl:19][C:20]1[CH:25]=[CH:24][C:23]([C:26]2([OH:32])[CH2:27][CH2:28][N:29]([CH2:15][C:14]3[CH:17]=[CH:18][C:11]([O:10][CH2:9][CH2:8][CH2:7][N:1]4[CH2:6][CH2:5][CH2:4][CH2:3][CH2:2]4)=[CH:12][CH:13]=3)[CH2:30][CH2:31]2)=[CH:22][CH:21]=1, predict the reactants needed to synthesize it. The reactants are: [N:1]1([CH2:7][CH2:8][CH2:9][O:10][C:11]2[CH:18]=[CH:17][C:14]([CH:15]=O)=[CH:13][CH:12]=2)[CH2:6][CH2:5][CH2:4][CH2:3][CH2:2]1.[Cl:19][C:20]1[CH:25]=[CH:24][C:23]([C:26]2([OH:32])[CH2:31][CH2:30][NH:29][CH2:28][CH2:27]2)=[CH:22][CH:21]=1.C(O[BH-](OC(=O)C)OC(=O)C)(=O)C.[Na+].[OH-].[Na+].[CH2:49]([Cl:51])[Cl:50]. (3) The reactants are: [F:1][C:2]1[CH:3]=[C:4]([CH:7]=[C:8]([F:11])[C:9]=1[F:10])[CH:5]=[O:6].[CH2:12]1COCC1. Given the product [F:1][C:2]1[CH:3]=[C:4]([CH:5]([OH:6])[CH3:12])[CH:7]=[C:8]([F:11])[C:9]=1[F:10], predict the reactants needed to synthesize it. (4) The reactants are: [CH2:1]([N:8]1[C:16]2[C:11](=[C:12]([NH:17][C:18]([C:20]3[N:24]4[CH:25]=[CH:26][C:27](Br)=[CH:28][C:23]4=[N:22][CH:21]=3)=[O:19])[CH:13]=[CH:14][CH:15]=2)[CH:10]=[N:9]1)[C:2]1[CH:7]=[CH:6][CH:5]=[CH:4][CH:3]=1.C1(C)C=CC=CC=1P(C1C=CC=CC=1C)C1C=CC=CC=1C.C([Sn](CCCC)(CCCC)[C:57]([O:59]CC)=[CH2:58])CCC.C(N(CC)CC)C.Cl. Given the product [C:57]([C:27]1[CH:26]=[CH:25][N:24]2[C:20]([C:18]([NH:17][C:12]3[CH:13]=[CH:14][CH:15]=[C:16]4[C:11]=3[CH:10]=[N:9][N:8]4[CH2:1][C:2]3[CH:7]=[CH:6][CH:5]=[CH:4][CH:3]=3)=[O:19])=[CH:21][N:22]=[C:23]2[CH:28]=1)(=[O:59])[CH3:58], predict the reactants needed to synthesize it. (5) Given the product [Cl:1][C:2]1[CH:3]=[C:4]([CH:29]=[CH:30][C:31]=1[O:32][CH:33]([CH3:34])[CH3:35])[C:5]([NH:7][C@H:8]([CH2:26][CH2:27][OH:28])[CH2:9][C:10]1[CH:15]=[CH:14][C:13]([C:16]2[N:17]=[C:18]([C:22]3([CH3:23])[O:39][CH2:36][CH2:44][O:45]3)[N:19]([CH3:21])[CH:20]=2)=[CH:12][CH:11]=1)=[O:6], predict the reactants needed to synthesize it. The reactants are: [Cl:1][C:2]1[CH:3]=[C:4]([CH:29]=[CH:30][C:31]=1[O:32][CH:33]([CH3:35])[CH3:34])[C:5]([NH:7][C@H:8]([CH2:26][CH2:27][OH:28])[CH2:9][C:10]1[CH:15]=[CH:14][C:13]([C:16]2[N:17]=[C:18]([C:22](=NO)[CH3:23])[N:19]([CH3:21])[CH:20]=2)=[CH:12][CH:11]=1)=[O:6].[C:36]([O-:39])([O-])=O.[K+].[K+].BrC[C:44](OCC)=[O:45]. (6) Given the product [N+:15]([C:18]1[CH:25]=[CH:24][C:21]([C@H:22]2[O:12][CH2:11][C@@H:10]([NH:9][C:1](=[O:8])[C:2]3[CH:7]=[CH:6][CH:5]=[CH:4][CH:3]=3)[CH2:13][O:14]2)=[CH:20][CH:19]=1)([O-:17])=[O:16], predict the reactants needed to synthesize it. The reactants are: [C:1]([NH:9][CH:10]([CH2:13][OH:14])[CH2:11][OH:12])(=[O:8])[C:2]1[CH:7]=[CH:6][CH:5]=[CH:4][CH:3]=1.[N+:15]([C:18]1[CH:25]=[CH:24][C:21]([CH:22]=O)=[CH:20][CH:19]=1)([O-:17])=[O:16].S([O-])([O-])(=O)=O.[Na+].[Na+].C([O-])([O-])=O.[Na+].[Na+].